This data is from Catalyst prediction with 721,799 reactions and 888 catalyst types from USPTO. The task is: Predict which catalyst facilitates the given reaction. (1) Reactant: [Cl:1][C:2]1[C:7](C)=[C:6]([CH2:9][NH:10][CH:11]2[CH2:13][CH2:12]2)[CH:5]=[CH:4][N:3]=1.[CH:14]1(N)[CH2:16][CH2:15]1.[BH4-].[Na+].[OH-:20].[Na+]. Product: [Cl:1][C:2]1[CH:7]=[C:6]([CH:5]=[CH:4][N:3]=1)[C:9]([NH:10][C:11]1[CH:13]=[CH:12][CH:16]=[CH:14][CH:15]=1)=[O:20]. The catalyst class is: 24. (2) Reactant: [F:1][C:2]1[CH:7]=[CH:6][C:5]([F:8])=[CH:4][C:3]=1[CH:9]([S:20][C:21]1[CH:26]=[CH:25][C:24]([F:27])=[CH:23][CH:22]=1)C1C(C)=CC(C(O)=O)=NC=1.Cl.CN.ON1C2[CH:37]=[CH:38][CH:39]=CC=2N=N1.C[N:42]1[CH2:47][CH2:46][O:45][CH2:44][CH2:43]1.Cl.C(N=C=NCCC[N:57]([CH3:59])C)C.ClC1C=CC=C(C(OO)=[O:68])C=1. Product: [F:1][C:2]1[CH:7]=[CH:6][C:5]([F:8])=[CH:4][C:3]=1[CH:9]([S:20]([C:21]1[CH:22]=[CH:23][C:24]([F:27])=[CH:25][CH:26]=1)=[O:68])[C:44]1[C:38]([CH3:39])=[CH:37][C:47]([C:46]([NH:57][CH3:59])=[O:45])=[N:42][CH:43]=1. The catalyst class is: 2. (3) Reactant: [Cl:1][C:2]1[N:7]=[C:6]([NH:8][C:9]2[CH:17]=[CH:16][CH:15]=[CH:14][C:10]=2[C:11]([OH:13])=[O:12])[C:5]([N+:18]([O-:20])=[O:19])=[CH:4][N:3]=1.[CH3:21][O:22][C:23]1[CH:24]=[C:25]([CH:27]=[C:28]([O:32][CH3:33])[C:29]=1[O:30][CH3:31])[NH2:26].Cl.C(OCC)C. Product: [ClH:1].[N+:18]([C:5]1[C:6]([NH:8][C:9]2[CH:17]=[CH:16][CH:15]=[CH:14][C:10]=2[C:11]([OH:13])=[O:12])=[N:7][C:2]([NH:26][C:25]2[CH:27]=[C:28]([O:32][CH3:33])[C:29]([O:30][CH3:31])=[C:23]([O:22][CH3:21])[CH:24]=2)=[N:3][CH:4]=1)([O-:20])=[O:19]. The catalyst class is: 41. (4) Reactant: [Cl:1][C:2]1[CH:7]=[C:6]([C:8]([F:11])([F:10])[F:9])[CH:5]=[CH:4][C:3]=1[C:12]#[C:13][C:14]([O:16]CC)=[O:15].[OH-].[Na+]. Product: [Cl:1][C:2]1[CH:7]=[C:6]([C:8]([F:11])([F:10])[F:9])[CH:5]=[CH:4][C:3]=1[C:12]#[C:13][C:14]([OH:16])=[O:15]. The catalyst class is: 8. (5) Reactant: [I:1][C:2]1[CH:3]=[CH:4][C:5]([N:8]2[C:12](=[O:13])[CH2:11][C:10]([CH3:15])([CH3:14])[C:9]2=[O:16])=[N:6][CH:7]=1.CO.[BH4-].[Na+]. Product: [OH:16][CH:9]1[N:8]([C:5]2[CH:4]=[CH:3][C:2]([I:1])=[CH:7][N:6]=2)[C:12](=[O:13])[CH2:11][C:10]1([CH3:15])[CH3:14]. The catalyst class is: 1. (6) Reactant: Cl.CC(CCN1CCCC1)[C:4]([OH:6])=[O:5].C(N(C(C)C)C(C)C)C.C(Cl)(=O)C(Cl)=O.C(OC([N:36]1[C:40]([NH2:41])=[CH:39][C:38]([C:42]2[CH:43]=[N:44][C:45]([O:48][CH3:49])=[CH:46][CH:47]=2)=[N:37]1)=O)(C)(C)C.NC1C=CNN=1.[CH3:56][CH:57]([CH2:61][CH2:62][N:63]1[CH2:67][CH2:66][CH2:65][CH2:64]1)[C:58](O)=[O:59].FC(F)(F)C(O)=O. Product: [CH:4]([OH:6])=[O:5].[CH3:49][O:48][C:45]1[N:44]=[CH:43][C:42]([C:38]2[CH:39]=[C:40]([NH:41][C:58](=[O:59])[CH:57]([CH3:56])[CH2:61][CH2:62][N:63]3[CH2:67][CH2:66][CH2:65][CH2:64]3)[NH:36][N:37]=2)=[CH:47][CH:46]=1. The catalyst class is: 59.